Task: Predict the reactants needed to synthesize the given product.. Dataset: Full USPTO retrosynthesis dataset with 1.9M reactions from patents (1976-2016) (1) Given the product [Cl:31][C:32]1[N:37]=[CH:36][C:35]([S:38]([N:11]2[C:7]([C:1]3[CH:6]=[CH:5][CH:4]=[CH:3][CH:2]=3)=[CH:8][C:9]([CH:12]=[O:13])=[CH:10]2)(=[O:40])=[O:39])=[CH:34][N:33]=1, predict the reactants needed to synthesize it. The reactants are: [C:1]1([C:7]2[NH:11][CH:10]=[C:9]([CH:12]=[O:13])[CH:8]=2)[CH:6]=[CH:5][CH:4]=[CH:3][CH:2]=1.[H-].[Na+].C1OCCOCCOCCOCCOC1.[Cl:31][C:32]1[N:37]=[CH:36][C:35]([S:38](Cl)(=[O:40])=[O:39])=[CH:34][N:33]=1. (2) Given the product [F:2][CH2:3][C:4]([C:8]1[O:12][N:11]=[C:10]([NH:13][C:14](=[O:38])[NH:15][C:16]2[CH:17]=[CH:18][C:19]([NH:22][C:23](=[O:37])[C:24]3[CH:29]=[CH:28][C:27]([O:30][CH:31]4[CH2:32][CH2:33][N:34]([CH2:54][C:55]([F:58])([F:57])[F:56])[CH2:35][CH2:36]4)=[CH:26][N:25]=3)=[CH:20][CH:21]=2)[CH:9]=1)([CH3:7])[CH2:5][F:6], predict the reactants needed to synthesize it. The reactants are: Cl.[F:2][CH2:3][C:4]([C:8]1[O:12][N:11]=[C:10]([NH:13][C:14](=[O:38])[NH:15][C:16]2[CH:21]=[CH:20][C:19]([NH:22][C:23](=[O:37])[C:24]3[CH:29]=[CH:28][C:27]([O:30][CH:31]4[CH2:36][CH2:35][NH:34][CH2:33][CH2:32]4)=[CH:26][N:25]=3)=[CH:18][CH:17]=2)[CH:9]=1)([CH3:7])[CH2:5][F:6].CCN(C(C)C)C(C)C.FC(F)(F)S(O[CH2:54][C:55]([F:58])([F:57])[F:56])(=O)=O. (3) Given the product [C:8]12([CH2:6][NH:5][C@H:3]([CH3:4])[C@H:2]([C:18]3[CH:19]=[CH:20][CH:21]=[CH:22][CH:23]=3)[OH:1])[CH2:15][CH:14]3[CH2:13][CH:12]([CH2:11][CH:10]([CH2:16]3)[CH2:9]1)[CH2:17]2, predict the reactants needed to synthesize it. The reactants are: [OH:1][C@@H:2]([C:18]1[CH:23]=[CH:22][CH:21]=[CH:20][CH:19]=1)[C@H:3]([NH:5][C:6]([C:8]12[CH2:17][CH:12]3[CH2:13][CH:14]([CH2:16][CH:10]([CH2:11]3)[CH2:9]1)[CH2:15]2)=O)[CH3:4]. (4) Given the product [F:2][C:3]1[CH:8]=[CH:7][C:6](/[CH:9]=[C:10]2/[C:11](=[O:22])[N:12]=[C:13]([N:15]3[CH2:20][CH2:19][N:18]([CH2:26][CH2:25][OH:27])[CH2:17][C@@H:16]3[CH3:21])[S:14]/2)=[C:5]([OH:23])[CH:4]=1, predict the reactants needed to synthesize it. The reactants are: Cl.[F:2][C:3]1[CH:8]=[CH:7][C:6](/[CH:9]=[C:10]2/[C:11](=[O:22])[N:12]=[C:13]([N:15]3[CH2:20][CH2:19][NH:18][CH2:17][C@@H:16]3[CH3:21])[S:14]/2)=[C:5]([OH:23])[CH:4]=1.Br[CH:25]([OH:27])[CH3:26]. (5) Given the product [NH2:8][C:9]1[O:17][C:16]2[C:11](=[N:12][CH:13]=[C:14]([CH:18]3[CH2:23][CH2:22][O:21][CH2:20][CH2:19]3)[CH:15]=2)[C:10]=1[C:24]([NH:26][C:27]1[CH:28]=[N:29][N:30]([CH3:50])[C:31]=1[N:32]1[CH2:37][C@H:36]([C:38]([F:40])([F:41])[F:39])[CH2:35][C@H:34]([NH2:42])[CH2:33]1)=[O:25], predict the reactants needed to synthesize it. The reactants are: C(OC([NH:8][C:9]1[O:17][C:16]2[C:11](=[N:12][CH:13]=[C:14]([CH:18]3[CH2:23][CH2:22][O:21][CH2:20][CH2:19]3)[CH:15]=2)[C:10]=1[C:24]([NH:26][C:27]1[CH:28]=[N:29][N:30]([CH3:50])[C:31]=1[N:32]1[CH2:37][C@H:36]([C:38]([F:41])([F:40])[F:39])[CH2:35][C@H:34]([NH:42]C(=O)OC(C)(C)C)[CH2:33]1)=[O:25])=O)(C)(C)C.C(O)(C(F)(F)F)=O. (6) Given the product [CH3:20][C:21]([NH:25][C:13](=[O:15])[C:12]1[CH:16]=[CH:17][CH:18]=[N:19][C:11]=1[NH:10][CH2:9][CH2:8][CH2:7][C:1]1[CH:2]=[CH:3][CH:4]=[CH:5][CH:6]=1)([C:23]#[CH:24])[CH3:22], predict the reactants needed to synthesize it. The reactants are: [C:1]1([CH2:7][CH2:8][CH2:9][NH:10][C:11]2[N:19]=[CH:18][CH:17]=[CH:16][C:12]=2[C:13]([OH:15])=O)[CH:6]=[CH:5][CH:4]=[CH:3][CH:2]=1.[CH3:20][C:21]([NH2:25])([C:23]#[CH:24])[CH3:22].C1C=CC2N(O)N=NC=2C=1.CCN=C=NCCCN(C)C.CCN(C(C)C)C(C)C. (7) Given the product [Br:1][C:2]1[CH:10]=[C:9]2[C:5]([C:6]([CH3:11])=[N:7][N:8]2[C:19]([O:21][C:22]([CH3:25])([CH3:24])[CH3:23])=[O:20])=[CH:4][CH:3]=1, predict the reactants needed to synthesize it. The reactants are: [Br:1][C:2]1[CH:10]=[C:9]2[C:5]([C:6]([CH3:11])=[N:7][NH:8]2)=[CH:4][CH:3]=1.C(N(CC)CC)C.[C:19](O[C:19]([O:21][C:22]([CH3:25])([CH3:24])[CH3:23])=[O:20])([O:21][C:22]([CH3:25])([CH3:24])[CH3:23])=[O:20]. (8) Given the product [C:38]([C:28]1[CH:27]=[C:26]([NH:25][C:1]([NH:22][C:21]2[CH:23]=[CH:24][C:18]([O:17][C:14]3[CH:13]=[CH:12][N:11]=[CH:16][CH:15]=3)=[CH:19][CH:20]=2)=[O:2])[NH:30][N:29]=1)([CH3:41])([CH3:40])[CH3:39], predict the reactants needed to synthesize it. The reactants are: [C:1](Cl)(Cl)=[O:2].N1C=CC=CC=1.[N:11]1[CH:16]=[CH:15][C:14]([O:17][C:18]2[CH:24]=[CH:23][C:21]([NH2:22])=[CH:20][CH:19]=2)=[CH:13][CH:12]=1.[NH2:25][C:26]1[N:30](C(OC(C)(C)C)=O)[N:29]=[C:28]([C:38]([CH3:41])([CH3:40])[CH3:39])[CH:27]=1.